This data is from NCI-60 drug combinations with 297,098 pairs across 59 cell lines. The task is: Regression. Given two drug SMILES strings and cell line genomic features, predict the synergy score measuring deviation from expected non-interaction effect. Drug 1: CC1CCC2CC(C(=CC=CC=CC(CC(C(=O)C(C(C(=CC(C(=O)CC(OC(=O)C3CCCCN3C(=O)C(=O)C1(O2)O)C(C)CC4CCC(C(C4)OC)OCCO)C)C)O)OC)C)C)C)OC. Drug 2: CC(C)CN1C=NC2=C1C3=CC=CC=C3N=C2N. Cell line: SF-539. Synergy scores: CSS=11.8, Synergy_ZIP=-5.11, Synergy_Bliss=-2.44, Synergy_Loewe=-0.610, Synergy_HSA=-0.739.